This data is from Full USPTO retrosynthesis dataset with 1.9M reactions from patents (1976-2016). The task is: Predict the reactants needed to synthesize the given product. (1) Given the product [C:1]([O:5][C:6](=[O:7])[NH:8][CH:9]([CH2:25][N:27]1[CH2:32][CH2:31][O:30][CH2:29][CH2:28]1)[CH2:10][C:11]1[CH:12]=[CH:13][C:14]([O:17][CH2:18][C:19]2[CH:24]=[CH:23][CH:22]=[CH:21][CH:20]=2)=[CH:15][CH:16]=1)([CH3:4])([CH3:2])[CH3:3], predict the reactants needed to synthesize it. The reactants are: [C:1]([O:5][C:6]([NH:8][C@H:9]([CH:25]=O)[CH2:10][C:11]1[CH:16]=[CH:15][C:14]([O:17][CH2:18][C:19]2[CH:24]=[CH:23][CH:22]=[CH:21][CH:20]=2)=[CH:13][CH:12]=1)=[O:7])([CH3:4])([CH3:3])[CH3:2].[NH:27]1[CH2:32][CH2:31][O:30][CH2:29][CH2:28]1.C([BH3-])#N.[Na+]. (2) Given the product [N:19]1([CH:13]([C:10]2[CH:9]=[CH:8][C:7]([C:1]3[CH:6]=[CH:5][CH:4]=[CH:3][CH:2]=3)=[N:12][CH:11]=2)[CH2:14][CH3:15])[CH:18]=[CH:17][N:21]=[CH:20]1, predict the reactants needed to synthesize it. The reactants are: [C:1]1([C:7]2[N:12]=[CH:11][C:10]([CH:13](O)[CH2:14][CH3:15])=[CH:9][CH:8]=2)[CH:6]=[CH:5][CH:4]=[CH:3][CH:2]=1.[CH:17]1[N:21]=[CH:20][N:19](C([N:19]2[CH:20]=[N:21][CH:17]=[CH:18]2)=O)[CH:18]=1.